Predict the reaction yield, written as a fraction of the theoretical maximum amount of product (1.0 means a 100% yield; for example, 0.34 means a 34% yield). From a dataset of Reaction yield outcomes from USPTO patents with 853,638 reactions. (1) The reactants are P(Cl)(Cl)([Cl:3])=O.CN(C)C1C=CC=CC=1.[CH3:15][O:16][C:17]1[CH:18]=[C:19]2[C:24](=[CH:25][CH:26]=1)[N:23]=[N:22][CH:21]=[C:20]2O. No catalyst specified. The product is [CH3:15][O:16][C:17]1[CH:18]=[C:19]2[C:24](=[CH:25][CH:26]=1)[N:23]=[N:22][CH:21]=[C:20]2[Cl:3]. The yield is 0.590. (2) The reactants are [CH3:1][C:2]([CH3:26])([O:13][C:14]([NH:16][C@H:17]([C@H:21]([OH:25])[CH:22]([CH3:24])[CH3:23])[C:18](O)=[O:19])=[O:15])[CH2:3][CH2:4][CH2:5][CH2:6][C:7]1[CH:12]=[CH:11][CH:10]=[CH:9][CH:8]=1.CC(C)(OC(N[C@H]([C@@H](O)C(C)C)C(O)=O)=O)CCCCC1C=CC=CC=1.CCN(CC)CC.CN(C(ON1N=NC2C=CC=CC1=2)=[N+](C)C)C.[B-](F)(F)(F)F. The catalyst is C(Cl)Cl. The product is [CH3:1][C:2]([O:13][C:14](=[O:15])[NH:16][C@H:17]1[C:18](=[O:19])[O:25][C@@H:21]1[CH:22]([CH3:24])[CH3:23])([CH3:26])[CH2:3][CH2:4][CH2:5][CH2:6][C:7]1[CH:12]=[CH:11][CH:10]=[CH:9][CH:8]=1. The yield is 0.180.